From a dataset of Peptide-MHC class I binding affinity with 185,985 pairs from IEDB/IMGT. Regression. Given a peptide amino acid sequence and an MHC pseudo amino acid sequence, predict their binding affinity value. This is MHC class I binding data. (1) The binding affinity (normalized) is 0.0847. The peptide sequence is MYPFIFFIV. The MHC is HLA-C04:01 with pseudo-sequence HLA-C04:01. (2) The binding affinity (normalized) is 0.332. The MHC is HLA-B44:03 with pseudo-sequence HLA-B44:03. The peptide sequence is IDPTLTTWI. (3) The peptide sequence is YLLLTTNGT. The MHC is HLA-B44:02 with pseudo-sequence HLA-B44:02. The binding affinity (normalized) is 0.213. (4) The peptide sequence is LVDTLVKSGL. The MHC is HLA-A02:03 with pseudo-sequence HLA-A02:03. The binding affinity (normalized) is 0.00315. (5) The binding affinity (normalized) is 0. The peptide sequence is KCFANNQDER. The MHC is HLA-A03:01 with pseudo-sequence HLA-A03:01. (6) The peptide sequence is ETPLKEQENSL. The MHC is Mamu-A01 with pseudo-sequence Mamu-A01. The binding affinity (normalized) is 0.394. (7) The peptide sequence is QPEMVTLTI. The MHC is HLA-B07:02 with pseudo-sequence HLA-B07:02. The binding affinity (normalized) is 0.277. (8) The peptide sequence is LAKSVFNSL. The MHC is HLA-A02:01 with pseudo-sequence HLA-A02:01. The binding affinity (normalized) is 0.0445.